From a dataset of Forward reaction prediction with 1.9M reactions from USPTO patents (1976-2016). Predict the product of the given reaction. (1) Given the reactants [CH3:1][C:2]1[O:6][N:5]=[C:4]([C:7]2[CH:12]=[CH:11][CH:10]=[CH:9][C:8]=2[C:13]([F:16])([F:15])[F:14])[C:3]=1[C:17]([OH:19])=O.Cl.C(N=C=NCCCN(C)C)C.OC1C2N=NNC=2C=CC=1.[N:42]1([C:48]2[CH:53]=[CH:52][C:51]([OH:54])=[CH:50][CH:49]=2)[CH2:47][CH2:46][NH:45][CH2:44][CH2:43]1, predict the reaction product. The product is: [OH:54][C:51]1[CH:50]=[CH:49][C:48]([N:42]2[CH2:47][CH2:46][N:45]([C:17]([C:3]3[C:4]([C:7]4[CH:12]=[CH:11][CH:10]=[CH:9][C:8]=4[C:13]([F:14])([F:15])[F:16])=[N:5][O:6][C:2]=3[CH3:1])=[O:19])[CH2:44][CH2:43]2)=[CH:53][CH:52]=1. (2) Given the reactants C([O:8][C:9]1[C:10]([C@:18]2([CH2:41][O:42]CC3C=CC=CC=3)[C:26]3[C:21](=[CH:22][CH:23]=[CH:24][CH:25]=3)[N:20]([CH:27]([C:34]3[CH:39]=[CH:38][CH:37]=[CH:36][CH:35]=3)[C:28]3[CH:33]=[CH:32][CH:31]=[CH:30][CH:29]=3)[C:19]2=[O:40])=[CH:11][C:12]2[O:16][CH2:15][O:14][C:13]=2[CH:17]=1)C1C=CC=CC=1.C(O)(=O)C, predict the reaction product. The product is: [C:34]1([CH:27]([C:28]2[CH:29]=[CH:30][CH:31]=[CH:32][CH:33]=2)[N:20]2[C:21]3[C:26](=[CH:25][CH:24]=[CH:23][CH:22]=3)[C@:18]([C:10]3[C:9]([OH:8])=[CH:17][C:13]4[O:14][CH2:15][O:16][C:12]=4[CH:11]=3)([CH2:41][OH:42])[C:19]2=[O:40])[CH:35]=[CH:36][CH:37]=[CH:38][CH:39]=1.